This data is from NCI-60 drug combinations with 297,098 pairs across 59 cell lines. The task is: Regression. Given two drug SMILES strings and cell line genomic features, predict the synergy score measuring deviation from expected non-interaction effect. (1) Drug 1: CN(C)N=NC1=C(NC=N1)C(=O)N. Drug 2: C1=CC(=CC=C1CCCC(=O)O)N(CCCl)CCCl. Cell line: A498. Synergy scores: CSS=28.1, Synergy_ZIP=-5.38, Synergy_Bliss=2.83, Synergy_Loewe=-0.614, Synergy_HSA=2.84. (2) Drug 1: C1=NC2=C(N1)C(=S)N=C(N2)N. Drug 2: C1CN(P(=O)(OC1)NCCCl)CCCl. Cell line: M14. Synergy scores: CSS=35.9, Synergy_ZIP=-4.71, Synergy_Bliss=0.303, Synergy_Loewe=-42.5, Synergy_HSA=-1.08. (3) Drug 1: CCC(=C(C1=CC=CC=C1)C2=CC=C(C=C2)OCCN(C)C)C3=CC=CC=C3.C(C(=O)O)C(CC(=O)O)(C(=O)O)O. Drug 2: CC1=C(N=C(N=C1N)C(CC(=O)N)NCC(C(=O)N)N)C(=O)NC(C(C2=CN=CN2)OC3C(C(C(C(O3)CO)O)O)OC4C(C(C(C(O4)CO)O)OC(=O)N)O)C(=O)NC(C)C(C(C)C(=O)NC(C(C)O)C(=O)NCCC5=NC(=CS5)C6=NC(=CS6)C(=O)NCCC[S+](C)C)O. Cell line: SK-MEL-2. Synergy scores: CSS=49.6, Synergy_ZIP=-4.81, Synergy_Bliss=-4.69, Synergy_Loewe=-19.4, Synergy_HSA=2.70. (4) Drug 1: C(CC(=O)O)C(=O)CN.Cl. Drug 2: C(CCl)NC(=O)N(CCCl)N=O. Cell line: NCI-H460. Synergy scores: CSS=8.70, Synergy_ZIP=-3.35, Synergy_Bliss=-2.67, Synergy_Loewe=-2.25, Synergy_HSA=-1.62. (5) Drug 1: COC1=NC(=NC2=C1N=CN2C3C(C(C(O3)CO)O)O)N. Drug 2: CCN(CC)CCNC(=O)C1=C(NC(=C1C)C=C2C3=C(C=CC(=C3)F)NC2=O)C. Cell line: MDA-MB-231. Synergy scores: CSS=-8.57, Synergy_ZIP=-0.160, Synergy_Bliss=-10.5, Synergy_Loewe=-11.3, Synergy_HSA=-13.6. (6) Drug 1: C1=NC2=C(N1)C(=S)N=C(N2)N. Drug 2: C1CN(CCN1C(=O)CCBr)C(=O)CCBr. Cell line: HL-60(TB). Synergy scores: CSS=46.3, Synergy_ZIP=0.813, Synergy_Bliss=2.78, Synergy_Loewe=-10.2, Synergy_HSA=1.76. (7) Drug 1: C1=CC=C(C(=C1)C(C2=CC=C(C=C2)Cl)C(Cl)Cl)Cl. Drug 2: C1C(C(OC1N2C=NC(=NC2=O)N)CO)O. Cell line: HL-60(TB). Synergy scores: CSS=9.11, Synergy_ZIP=-3.12, Synergy_Bliss=-2.47, Synergy_Loewe=-50.7, Synergy_HSA=-3.20. (8) Drug 1: CC=C1C(=O)NC(C(=O)OC2CC(=O)NC(C(=O)NC(CSSCCC=C2)C(=O)N1)C(C)C)C(C)C. Drug 2: C(CC(=O)O)C(=O)CN.Cl. Cell line: 786-0. Synergy scores: CSS=17.1, Synergy_ZIP=-5.90, Synergy_Bliss=1.34, Synergy_Loewe=1.39, Synergy_HSA=2.26. (9) Drug 1: CC1OCC2C(O1)C(C(C(O2)OC3C4COC(=O)C4C(C5=CC6=C(C=C35)OCO6)C7=CC(=C(C(=C7)OC)O)OC)O)O. Drug 2: CC1=C(C(CCC1)(C)C)C=CC(=CC=CC(=CC(=O)O)C)C. Cell line: TK-10. Synergy scores: CSS=24.0, Synergy_ZIP=-3.96, Synergy_Bliss=-4.29, Synergy_Loewe=-9.07, Synergy_HSA=-3.86. (10) Drug 1: CN(C)C1=NC(=NC(=N1)N(C)C)N(C)C. Drug 2: CC(C)(C#N)C1=CC(=CC(=C1)CN2C=NC=N2)C(C)(C)C#N. Cell line: MOLT-4. Synergy scores: CSS=-5.93, Synergy_ZIP=1.84, Synergy_Bliss=-1.29, Synergy_Loewe=-6.02, Synergy_HSA=-6.02.